Dataset: Reaction yield outcomes from USPTO patents with 853,638 reactions. Task: Predict the reaction yield, written as a fraction of the theoretical maximum amount of product (1.0 means a 100% yield; for example, 0.34 means a 34% yield). (1) The reactants are [OH:1][C:2]1[CH:9]=[CH:8][CH:7]=[C:6]([O:10][CH3:11])[C:3]=1[CH:4]=O.[C:12](O[C:12](=[O:15])[CH2:13][CH3:14])(=[O:15])[CH2:13][CH3:14].C([O-])([O-])=O.[K+].[K+].O. The catalyst is CN(C)C=O. The product is [CH3:14][C:13]1[C:12](=[O:15])[O:1][C:2]2[C:3]([CH:4]=1)=[C:6]([O:10][CH3:11])[CH:7]=[CH:8][CH:9]=2. The yield is 0.850. (2) The yield is 0.742. The product is [CH3:11][CH:10]([CH3:12])[C:9]([O:6][CH2:5][CH2:4][C:3]([O:2][CH3:1])([CH3:8])[CH3:7])=[O:13]. The reactants are [CH3:1][O:2][C:3]([CH3:8])([CH3:7])[CH2:4][CH2:5][OH:6].[C:9](Cl)(=[O:13])[CH:10]([CH3:12])[CH3:11]. No catalyst specified. (3) The reactants are [C:1]([O:5][C:6]([N:8]1[CH2:13][CH2:12][N:11]([C:14]2[CH:19]=[CH:18][CH:17]=[C:16]([NH:20][S:21]([CH2:24]Cl)(=[O:23])=[O:22])[C:15]=2[OH:26])[CH2:10][CH2:9]1)=[O:7])([CH3:4])([CH3:3])[CH3:2].C(=O)([O-])[O-].[K+].[K+].[CH2:33](Br)[C:34]1[CH:39]=[CH:38][CH:37]=[CH:36][CH:35]=1. The catalyst is CO. The product is [C:1]([O:5][C:6]([N:8]1[CH2:13][CH2:12][N:11]([C:14]2[C:15]3[O:26][CH2:24][S:21](=[O:23])(=[O:22])[N:20]([CH2:33][C:34]4[CH:39]=[CH:38][CH:37]=[CH:36][CH:35]=4)[C:16]=3[CH:17]=[CH:18][CH:19]=2)[CH2:10][CH2:9]1)=[O:7])([CH3:4])([CH3:3])[CH3:2]. The yield is 0.260. (4) The reactants are [Br:1][C:2]1[CH:7]=[C:6]([C:8](=[O:12])SCC)[CH:5]=[CH:4][N:3]=1.[I-].[C:14]([C:16]1[C:21]([F:22])=[CH:20][CH:19]=[CH:18][C:17]=1[Zn+])#[N:15]. The catalyst is C1(C)C=CC=CC=1.CC([O-])=O.CC([O-])=O.[Pd+2]. The product is [Br:1][C:2]1[CH:7]=[C:6]([C:8]([C:17]2[CH:18]=[CH:19][CH:20]=[C:21]([F:22])[C:16]=2[C:14]#[N:15])=[O:12])[CH:5]=[CH:4][N:3]=1. The yield is 0.270. (5) The reactants are [Cl:1][C:2]1[CH:26]=[CH:25][C:5]([CH2:6][C:7]2[C:20]([OH:21])=[C:19]([C:22]([OH:24])=[O:23])[C:18]3[C:9](=[C:10]4[C:15](=[CH:16][CH:17]=3)[CH2:14][CH2:13][NH:12][CH2:11]4)[N:8]=2)=[CH:4][CH:3]=1.C(O)(=O)C.C(N(CC)CC)C.[O:38]([C:40]#[N:41])[K].N1C=CC=CC=1. No catalyst specified. The product is [C:40]([N:12]1[CH2:11][C:10]2[C:15](=[CH:16][CH:17]=[C:18]3[C:9]=2[N:8]=[C:7]([CH2:6][C:5]2[CH:4]=[CH:3][C:2]([Cl:1])=[CH:26][CH:25]=2)[C:20]([OH:21])=[C:19]3[C:22]([OH:24])=[O:23])[CH2:14][CH2:13]1)(=[O:38])[NH2:41]. The yield is 0.220. (6) The reactants are Cl[C:2]1[N:7]2[N:8]=[C:9]([C:23]3[O:24][CH:25]=[CH:26][C:27]=3[CH3:28])[C:10]([C:11]3[CH:16]=[CH:15][N:14]=[C:13]([NH:17][CH:18]4[CH2:22][CH2:21][CH2:20][CH2:19]4)[N:12]=3)=[C:6]2[CH:5]=[CH:4][CH:3]=1.C1(P(C2C=CC=CC=2)C2C=CC3C(=CC=CC=3)C=2C2C3C(=CC=CC=3)C=CC=2P(C2C=CC=CC=2)C2C=CC=CC=2)C=CC=CC=1.C(=O)([O-])[O-].[Cs+].[Cs+].O.[CH:82]1([NH2:87])[CH2:86][CH2:85][CH2:84][CH2:83]1. The catalyst is C([O-])(=O)C.[Pd+2].C([O-])(=O)C. The product is [CH:82]1([NH:87][C:2]2[N:7]3[N:8]=[C:9]([C:23]4[O:24][CH:25]=[CH:26][C:27]=4[CH3:28])[C:10]([C:11]4[CH:16]=[CH:15][N:14]=[C:13]([NH:17][CH:18]5[CH2:22][CH2:21][CH2:20][CH2:19]5)[N:12]=4)=[C:6]3[CH:5]=[CH:4][CH:3]=2)[CH2:86][CH2:85][CH2:84][CH2:83]1. The yield is 0.870. (7) The reactants are [CH3:1][N:2]([CH3:8])[C:3](=[O:7])[C:4](O)=[O:5].O.OC1C2N=NNC=2C=CC=1.[N:20]1([C:26]2[N:34]=[C:33]([C:35]3[CH:36]=[N:37][C:38]([NH:41][C:42](=[O:48])[O:43][C:44]([CH3:47])([CH3:46])[CH3:45])=[N:39][CH:40]=3)[N:32]=[C:31]3[C:27]=2[N:28]=[C:29]([N:54]2[CH2:59][CH2:58][NH:57][CH2:56][CH2:55]2)[N:30]3[CH2:49][C:50]([F:53])([F:52])[F:51])[CH2:25][CH2:24][O:23][CH2:22][CH2:21]1.Cl.C(N=C=NCCCN(C)C)C.C(N(CC)CC)C. The catalyst is O1CCCC1. The product is [CH3:1][N:2]([C:3](=[O:7])[C:4]([N:57]1[CH2:56][CH2:55][N:54]([C:29]2[N:30]([CH2:49][C:50]([F:51])([F:52])[F:53])[C:31]3[C:27]([N:28]=2)=[C:26]([N:20]2[CH2:21][CH2:22][O:23][CH2:24][CH2:25]2)[N:34]=[C:33]([C:35]2[CH:40]=[N:39][C:38]([NH:41][C:42](=[O:48])[O:43][C:44]([CH3:47])([CH3:46])[CH3:45])=[N:37][CH:36]=2)[N:32]=3)[CH2:59][CH2:58]1)=[O:5])[CH3:8]. The yield is 0.840. (8) The reactants are O.[NH2:2][NH2:3].Cl[C:5]1[N:12]=[C:11]([S:13][C:14]2[CH:19]=[CH:18][C:17]([F:20])=[CH:16][C:15]=2[F:21])[CH:10]=[CH:9][C:6]=1[C:7]#[N:8]. The catalyst is C(O)CC. The product is [F:21][C:15]1[CH:16]=[C:17]([F:20])[CH:18]=[CH:19][C:14]=1[S:13][C:11]1[N:12]=[C:5]2[NH:2][N:3]=[C:7]([NH2:8])[C:6]2=[CH:9][CH:10]=1. The yield is 0.390. (9) The reactants are [F:1][C:2]1[CH:10]=[C:9]([F:11])[CH:8]=[CH:7][C:3]=1[C:4]([Cl:6])=[O:5].[CH3:12][N:13]([CH3:27])[CH:14]1[CH2:19][CH2:18][C:17]([C:20]2[N:25]=[C:24]([NH2:26])[CH:23]=[CH:22][CH:21]=2)=[CH:16][CH2:15]1. No catalyst specified. The product is [ClH:6].[ClH:6].[CH3:12][N:13]([CH3:27])[CH:14]1[CH2:19][CH2:18][C:17]([C:20]2[N:25]=[C:24]([NH:26][C:4](=[O:5])[C:3]3[CH:7]=[CH:8][C:9]([F:11])=[CH:10][C:2]=3[F:1])[CH:23]=[CH:22][CH:21]=2)=[CH:16][CH2:15]1. The yield is 0.320. (10) The reactants are [CH:1]1([N:6]2[CH2:11][CH2:10][N:9]([C:12]([C:14]3[CH:15]=[C:16]4[C:20](=[CH:21][CH:22]=3)[NH:19][C:18]([C:23]([N:25]3[CH2:30][CH2:29][S:28](=[O:32])(=[O:31])[CH2:27][CH2:26]3)=[O:24])=[CH:17]4)=[O:13])[CH2:8][CH2:7]2)[CH2:5][CH2:4][CH2:3][CH2:2]1.[Cl:33][C:34]1[CH:35]=[C:36](B(O)O)[CH:37]=[CH:38][CH:39]=1.N1C=CC=CC=1. The catalyst is ClCCl.C([O-])(=O)C.[Cu+2].C([O-])(=O)C. The product is [Cl:33][C:34]1[CH:39]=[C:38]([N:19]2[C:20]3[C:16](=[CH:15][C:14]([C:12]([N:9]4[CH2:8][CH2:7][N:6]([CH:1]5[CH2:2][CH2:3][CH2:4][CH2:5]5)[CH2:11][CH2:10]4)=[O:13])=[CH:22][CH:21]=3)[CH:17]=[C:18]2[C:23]([N:25]2[CH2:30][CH2:29][S:28](=[O:31])(=[O:32])[CH2:27][CH2:26]2)=[O:24])[CH:37]=[CH:36][CH:35]=1. The yield is 0.200.